From a dataset of Full USPTO retrosynthesis dataset with 1.9M reactions from patents (1976-2016). Predict the reactants needed to synthesize the given product. Given the product [CH3:2][N:3]([CH2:4][CH2:5][NH:6][S:7]([C:10]1[CH:15]=[C:14]([S:16]([C:19]2[CH:24]=[CH:23][CH:22]=[CH:21][CH:20]=2)(=[O:18])=[O:17])[CH:13]=[CH:12][C:11]=1[C:25]([F:28])([F:26])[F:27])(=[O:9])=[O:8])[CH2:31][CH2:30][C:29]([O:33][CH2:34][CH3:35])=[O:32], predict the reactants needed to synthesize it. The reactants are: Cl.[CH3:2][NH:3][CH2:4][CH2:5][NH:6][S:7]([C:10]1[CH:15]=[C:14]([S:16]([C:19]2[CH:24]=[CH:23][CH:22]=[CH:21][CH:20]=2)(=[O:18])=[O:17])[CH:13]=[CH:12][C:11]=1[C:25]([F:28])([F:27])[F:26])(=[O:9])=[O:8].[C:29]([O:33][CH2:34][CH3:35])(=[O:32])[CH:30]=[CH2:31].C(N(C(C)C)CC)(C)C.